The task is: Predict the product of the given reaction.. This data is from Forward reaction prediction with 1.9M reactions from USPTO patents (1976-2016). (1) The product is: [F:1][C:2]1[CH:7]=[C:6]([C:34]#[C:33][CH2:32][OH:35])[CH:5]=[CH:4][C:3]=1[C:9]([F:12])([F:11])[F:10]. Given the reactants [F:1][C:2]1[CH:7]=[C:6](I)[CH:5]=[CH:4][C:3]=1[C:9]([F:12])([F:11])[F:10].C1(P(C2C=CC=CC=2)C2C=CC=CC=2)C=CC=CC=1.[CH2:32]([OH:35])[C:33]#[CH:34].C(N(C(C)C)CC)(C)C, predict the reaction product. (2) The product is: [NH2:52][C:48]1[N:47]=[C:46]([C:45]2[S:44][C:43]([C:53]([CH3:54])([CH3:56])[CH3:55])=[N:42][C:41]=2[C:37]2[C:36]([F:57])=[C:35]([NH:34][S:23]([C:26]3[CH:31]=[CH:30][CH:29]=[CH:28][C:27]=3[F:33])(=[O:25])=[O:24])[CH:40]=[CH:39][CH:38]=2)[CH:51]=[CH:50][N:49]=1. Given the reactants ClC1N=C(C2SC(C(C)C)=NC=2C2C=C(N[S:23]([C:26]3[C:31](F)=[CH:30][CH:29]=[CH:28][C:27]=3[F:33])(=[O:25])=[O:24])C=CC=2)C=CN=1.[NH2:34][C:35]1[C:36]([F:57])=[C:37]([C:41]2[N:42]=[C:43]([C:53]([CH3:56])([CH3:55])[CH3:54])[S:44][C:45]=2[C:46]2[CH:51]=[CH:50][N:49]=[C:48]([NH2:52])[N:47]=2)[CH:38]=[CH:39][CH:40]=1.FC1C=CC=CC=1S(Cl)(=O)=O, predict the reaction product. (3) Given the reactants [CH2:1]([O:7][CH2:8][CH2:9][CH2:10][CH2:11][CH2:12][CH2:13][CH2:14][CH2:15][NH:16][C:17]1[C:26]2C(=CC=CC=2)[CH:20]=[CH:19][N:18]=1)[CH2:2][CH2:3][CH2:4][CH2:5][CH3:6].C(OCCCCCCCC[NH2:42])CCCCC.ClC1C=NC=CN=1, predict the reaction product. The product is: [CH2:1]([O:7][CH2:8][CH2:9][CH2:10][CH2:11][CH2:12][CH2:13][CH2:14][CH2:15][NH:16][C:17]1[CH:26]=[N:42][CH:20]=[CH:19][N:18]=1)[CH2:2][CH2:3][CH2:4][CH2:5][CH3:6]. (4) Given the reactants C([Si]([O:8]/[C:9](/[C:12]1[CH:17]=[CH:16][CH:15]=[C:14]([F:18])[CH:13]=1)=[CH:10]\[CH3:11])(C)C)(C)(C)C.CS(N)(=O)=[O:21], predict the reaction product. The product is: [F:18][C:14]1[CH:13]=[C:12]([C:9](=[O:8])[C@H:10]([OH:21])[CH3:11])[CH:17]=[CH:16][CH:15]=1. (5) Given the reactants Br[C:2]1[CH:14]=[CH:13][C:5]([CH2:6][N:7]([CH3:12])[S:8]([CH3:11])(=[O:10])=[O:9])=[CH:4][C:3]=1[Cl:15].[B:16]1([B:16]2[O:20][C:19]([CH3:22])([CH3:21])[C:18]([CH3:24])([CH3:23])[O:17]2)[O:20][C:19]([CH3:22])([CH3:21])[C:18]([CH3:24])([CH3:23])[O:17]1.C([O-])(=O)C.[K+], predict the reaction product. The product is: [Cl:15][C:3]1[CH:4]=[C:5]([CH:13]=[CH:14][C:2]=1[B:16]1[O:20][C:19]([CH3:22])([CH3:21])[C:18]([CH3:24])([CH3:23])[O:17]1)[CH2:6][N:7]([CH3:12])[S:8]([CH3:11])(=[O:10])=[O:9]. (6) Given the reactants [CH2:1]([N:5]1[CH2:9][C:8]([CH3:11])([CH3:10])[S:7][C:6]1=[NH:12])[CH2:2][CH2:3][CH3:4].C(N(CC)CC)C.[C:20]12([C:30](Cl)=[O:31])[CH2:29][CH:24]3[CH2:25][CH:26]([CH2:28][CH:22]([CH2:23]3)[CH2:21]1)[CH2:27]2, predict the reaction product. The product is: [CH2:1]([N:5]1[CH2:9][C:8]([CH3:11])([CH3:10])[S:7]/[C:6]/1=[N:12]\[C:30]([C:20]12[CH2:29][CH:24]3[CH2:23][CH:22]([CH2:28][CH:26]([CH2:25]3)[CH2:27]1)[CH2:21]2)=[O:31])[CH2:2][CH2:3][CH3:4]. (7) Given the reactants [C:1]([C:4]1(C(OC)=O)[CH2:9][CH2:8][O:7][CH2:6][CH2:5]1)(=[O:3])[CH3:2].S(=O)(=O)(O)O, predict the reaction product. The product is: [C:1]([CH:4]1[CH2:9][CH2:8][O:7][CH2:6][CH2:5]1)(=[O:3])[CH3:2]. (8) Given the reactants C(OC([N:8]1[CH2:12][CH2:11][C@@H:10]([C:13]2[N:14]=[N:15][NH:16][N:17]=2)[CH2:9]1)=O)(C)(C)C.Cl.O1CCOCC1, predict the reaction product. The product is: [NH:8]1[CH2:12][CH2:11][C@@H:10]([C:13]2[N:14]=[N:15][NH:16][N:17]=2)[CH2:9]1.